From a dataset of Forward reaction prediction with 1.9M reactions from USPTO patents (1976-2016). Predict the product of the given reaction. (1) Given the reactants FC(F)(F)C(O)=O.[CH3:8][O:9][C:10]1[NH:18][C:17]2[C:12](=[N:13][C:14]([NH:20][CH2:21][CH2:22][O:23][CH3:24])=[N:15][C:16]=2[NH2:19])[N:11]=1.C([O-])([O-])=O.[K+].[K+].Cl[CH2:32][C:33]1[CH:40]=[CH:39][C:36]([CH2:37][OH:38])=[CH:35][CH:34]=1, predict the reaction product. The product is: [CH3:8][O:9][C:10]1[N:11]([CH2:32][C:33]2[CH:40]=[CH:39][C:36]([CH2:37][OH:38])=[CH:35][CH:34]=2)[C:12]2[C:17]([N:18]=1)=[C:16]([NH2:19])[N:15]=[C:14]([NH:20][CH2:21][CH2:22][O:23][CH3:24])[N:13]=2. (2) Given the reactants C(N(CC)CC)C.[C:8]([NH2:14])(=[O:13])[CH2:9][C:10]([CH3:12])=O.[CH2:15]([CH2:22][C:23](=O)[CH3:24])[C:16]1[CH:21]=[CH:20][CH:19]=[CH:18][CH:17]=1.C([O-])(O)=O.[Na+], predict the reaction product. The product is: [CH3:12][C:10]1[C:22]([CH2:15][C:16]2[CH:21]=[CH:20][CH:19]=[CH:18][CH:17]=2)=[C:23]([CH3:24])[NH:14][C:8](=[O:13])[CH:9]=1. (3) Given the reactants [C:1]([C:3]1[CH:23]=[CH:22][C:6]([C:7]([NH:9][C:10]2[CH:19]=[C:18]3[C:13]([CH2:14][CH2:15][C:16](=[O:21])[N:17]3[CH3:20])=[CH:12][CH:11]=2)=[O:8])=[C:5]([NH:24][CH:25]2[CH2:30][CH2:29][CH2:28][CH2:27][CH2:26]2)[CH:4]=1)#[N:2].[C:31](O[C:31]([O:33][C:34]([CH3:37])([CH3:36])[CH3:35])=[O:32])([O:33][C:34]([CH3:37])([CH3:36])[CH3:35])=[O:32].C(O)(C)(C)C, predict the reaction product. The product is: [CH:25]1([NH:24][C:5]2[CH:4]=[C:3]([CH:23]=[CH:22][C:6]=2[C:7](=[O:8])[NH:9][C:10]2[CH:19]=[C:18]3[C:13]([CH2:14][CH2:15][C:16](=[O:21])[N:17]3[CH3:20])=[CH:12][CH:11]=2)[CH2:1][NH:2][C:31](=[O:32])[O:33][C:34]([CH3:37])([CH3:36])[CH3:35])[CH2:30][CH2:29][CH2:28][CH2:27][CH2:26]1. (4) The product is: [CH2:15]([O:14][C:12]1[NH:11][N:10]=[C:9]([NH:8][C:6]2[C:5]([N+:17]([O-:19])=[O:18])=[CH:4][CH:3]=[C:2]([NH:30][C@H:28]([C:25]3[N:26]=[CH:27][C:22]([F:21])=[CH:23][N:24]=3)[CH3:29])[N:7]=2)[CH:13]=1)[CH3:16]. Given the reactants Cl[C:2]1[N:7]=[C:6]([NH:8][C:9]2[CH:13]=[C:12]([O:14][CH2:15][CH3:16])[NH:11][N:10]=2)[C:5]([N+:17]([O-:19])=[O:18])=[CH:4][CH:3]=1.Cl.[F:21][C:22]1[CH:23]=[N:24][C:25]([C@@H:28]([NH2:30])[CH3:29])=[N:26][CH:27]=1.C(N(C(C)C)CC)(C)C, predict the reaction product. (5) Given the reactants [Br:1][C:2]1[CH:3]=[CH:4][CH:5]=[C:6]2[C:11]=1[N:10]=[CH:9][C:8]([C:12]([O:14]CC)=[O:13])=[C:7]2[N:17]([S:19]([C:22]1[CH:27]=[CH:26][C:25]([O:28][CH2:29][C:30]#[C:31][CH3:32])=[CH:24][CH:23]=1)(=[O:21])=[O:20])[CH3:18].[OH-].[Na+].CO, predict the reaction product. The product is: [Br:1][C:2]1[CH:3]=[CH:4][CH:5]=[C:6]2[C:11]=1[N:10]=[CH:9][C:8]([C:12]([OH:14])=[O:13])=[C:7]2[N:17]([S:19]([C:22]1[CH:23]=[CH:24][C:25]([O:28][CH2:29][C:30]#[C:31][CH3:32])=[CH:26][CH:27]=1)(=[O:20])=[O:21])[CH3:18]. (6) Given the reactants Cl[CH2:2][C:3]1[C:4]([S:9][CH2:10][CH2:11][CH3:12])=[N:5][CH:6]=[CH:7][CH:8]=1.C([O:15][C:16]([CH:18]1[CH2:20][CH:19]1[C:21]1[CH:26]=[CH:25][C:24]([OH:27])=[C:23]([Cl:28])[CH:22]=1)=[O:17])C, predict the reaction product. The product is: [Cl:28][C:23]1[CH:22]=[C:21]([CH:19]2[CH2:20][CH:18]2[C:16]([OH:17])=[O:15])[CH:26]=[CH:25][C:24]=1[O:27][CH2:2][C:3]1[C:4]([S:9][CH2:10][CH2:11][CH3:12])=[N:5][CH:6]=[CH:7][CH:8]=1. (7) Given the reactants Cl[C:2]1[CH:3]=[C:4]([C@@H:9]([O:19][C:20](=[O:39])[NH:21][C:22]2[CH:23]=[C:24]3[C:28](=[CH:29][CH:30]=2)[N:27](COCC[Si](C)(C)C)[N:26]=[CH:25]3)[C@H:10]2[CH2:15][CH2:14][CH2:13][CH2:12][N:11]2C([O-])=O)[CH:5]=[C:6]([Cl:8])[CH:7]=1.[ClH:40], predict the reaction product. The product is: [NH:27]1[C:28]2[C:24](=[CH:23][C:22]([NH:21][C:20](=[O:39])[O:19][C@H:9]([C:4]3[CH:3]=[CH:2][C:7]([Cl:40])=[C:6]([Cl:8])[CH:5]=3)[C@H:10]3[CH2:15][CH2:14][CH2:13][CH2:12][NH:11]3)=[CH:30][CH:29]=2)[CH:25]=[N:26]1.